From a dataset of HIV replication inhibition screening data with 41,000+ compounds from the AIDS Antiviral Screen. Binary Classification. Given a drug SMILES string, predict its activity (active/inactive) in a high-throughput screening assay against a specified biological target. (1) The molecule is N=C(N)NN=C(c1ccccc1)c1ccccc1. The result is 0 (inactive). (2) The molecule is CCc1nnc(CC)n1N1C(=O)CCC1=O. The result is 0 (inactive). (3) The compound is CCOC(=O)C1=C(Nc2ccccc2)OCC1=NNC(=O)Cc1ccccc1. The result is 0 (inactive). (4) The compound is N#Cc1nc(CN2C(=O)c3ccccc3C2=O)oc1N. The result is 0 (inactive). (5) The drug is CCCCc1ccc(OC2OC(CO)C(O)C(O)C2O)cc1. The result is 0 (inactive).